Dataset: KCNQ2 potassium channel screen with 302,405 compounds. Task: Binary Classification. Given a drug SMILES string, predict its activity (active/inactive) in a high-throughput screening assay against a specified biological target. (1) The compound is O(C(=O)C1CN(C(=O)C1)c1cc(ccc1)C)Cc1ccc([N+]([O-])=O)cc1. The result is 0 (inactive). (2) The molecule is S(c1n(c(nn1)CN1CCOCC1)CC)CC(=O)Nc1cc(ccc1)C. The result is 0 (inactive). (3) The drug is S(=O)(=O)(N1CCC(CC1)C(=O)Nc1sc2c(n1)ccc(c2)C)c1[nH]cnc1. The result is 0 (inactive). (4) The drug is o1c2c(c(COC(=O)c3n[nH]c4c3cccc4)cc1=O)ccc(c2)C. The result is 0 (inactive). (5) The result is 0 (inactive). The molecule is O(C(=O)C1CCN(CC1)C(=O)C(/NC(=O)c1ccccc1)=C/c1ccccc1)CC. (6) The molecule is O(C(=O)Cc1c([nH]c(nc1=O)N)C)CC. The result is 0 (inactive). (7) The compound is S(=O)(=O)(NCc1ccccc1)c1cc(C(=O)NCCCN2CCCC2=O)ccc1. The result is 0 (inactive). (8) The drug is S(=O)(=O)(N1C(CCC1)CNC(=O)C(=O)NCCc1ccc(OC)cc1)c1ccccc1. The result is 0 (inactive).